This data is from Forward reaction prediction with 1.9M reactions from USPTO patents (1976-2016). The task is: Predict the product of the given reaction. (1) Given the reactants O[CH2:2][CH2:3][N:4]([CH2:21][CH2:22]O)[C:5]1[C:6]([S:17]([CH3:20])(=[O:19])=[O:18])=[CH:7][C:8]([N+:14]([O-:16])=[O:15])=[C:9]([CH:13]=1)[C:10](O)=[O:11].[NH2:24][CH2:25][CH2:26][OH:27].[ClH:28].O=S(Cl)[Cl:31], predict the reaction product. The product is: [Cl:28][CH2:2][CH2:3][N:4]([CH2:21][CH2:22][Cl:31])[C:5]1[C:6]([S:17]([CH3:20])(=[O:19])=[O:18])=[CH:7][C:8]([N+:14]([O-:16])=[O:15])=[C:9]([CH:13]=1)[C:10]([NH:24][CH2:25][CH2:26][OH:27])=[O:11]. (2) Given the reactants [CH2:1]([S:3]([C:6]1[CH:11]=[CH:10][C:9](B(O)O)=[CH:8][CH:7]=1)(=[O:5])=[O:4])[CH3:2].Br[C:16]1[CH:21]=[CH:20][C:19]([O:22][CH2:23][CH:24]2[CH2:29][CH2:28][N:27]([C:30]([O:32][CH:33]([CH3:35])[CH3:34])=[O:31])[CH2:26][CH2:25]2)=[CH:18][CH:17]=1, predict the reaction product. The product is: [CH2:1]([S:3]([C:6]1[CH:11]=[CH:10][C:9]([C:16]2[CH:17]=[CH:18][C:19]([O:22][CH2:23][CH:24]3[CH2:25][CH2:26][N:27]([C:30]([O:32][CH:33]([CH3:35])[CH3:34])=[O:31])[CH2:28][CH2:29]3)=[CH:20][CH:21]=2)=[CH:8][CH:7]=1)(=[O:5])=[O:4])[CH3:2]. (3) Given the reactants [O-:1][C:2]#[N:3].[Na+].[F:5][C:6]1[CH:11]=[CH:10][CH:9]=[CH:8][C:7]=1[NH:12][C:13]1[O:17][C:16]([C:18]([NH:20][C:21]2[CH:22]=[N:23][C:24]([N:27]3[CH2:32][CH2:31][NH:30][CH2:29][CH2:28]3)=[CH:25][CH:26]=2)=[O:19])=[N:15][N:14]=1.C(O)(=O)C.O1CCOCC1, predict the reaction product. The product is: [F:5][C:6]1[CH:11]=[CH:10][CH:9]=[CH:8][C:7]=1[NH:12][C:13]1[O:17][C:16]([C:18]([NH:20][C:21]2[CH:26]=[CH:25][C:24]([N:27]3[CH2:32][CH2:31][N:30]([C:2]([NH2:3])=[O:1])[CH2:29][CH2:28]3)=[N:23][CH:22]=2)=[O:19])=[N:15][N:14]=1. (4) Given the reactants [H-].[Al+3].[Li+].[H-].[H-].[H-].[CH3:7][O:8][C:9]1[CH:10]=[CH:11][C:12]2[O:17][CH2:16][C:15](=O)[NH:14][C:13]=2[CH:19]=1.O.[OH-].[Na+], predict the reaction product. The product is: [CH3:7][O:8][C:9]1[CH:10]=[CH:11][C:12]2[O:17][CH2:16][CH2:15][NH:14][C:13]=2[CH:19]=1. (5) Given the reactants [O:1]1[C:5]2[CH:6]=[CH:7][C:8]([C:10]3[O:14][C:13]([SH:15])=[N:12][N:11]=3)=[CH:9][C:4]=2[CH2:3][CH2:2]1.[Cl:16][C:17]1[CH:18]=[C:19]([CH:22]=[CH:23][C:24]=1[O:25][CH3:26])[CH2:20]Br, predict the reaction product. The product is: [Cl:16][C:17]1[CH:18]=[C:19]([CH:22]=[CH:23][C:24]=1[O:25][CH3:26])[CH2:20][S:15][C:13]1[O:14][C:10]([C:8]2[CH:7]=[CH:6][C:5]3[O:1][CH2:2][CH2:3][C:4]=3[CH:9]=2)=[N:11][N:12]=1. (6) Given the reactants Cl[C:2]1[C:11]([CH:12]=[O:13])=[CH:10][C:9]2[C:4](=[CH:5][C:6]([O:15][CH2:16][CH:17]3[CH2:20][C:19]([F:22])([F:21])[CH2:18]3)=[C:7]([Cl:14])[CH:8]=2)[N:3]=1.[OH2:23], predict the reaction product. The product is: [Cl:14][C:7]1[CH:8]=[C:9]2[C:4](=[CH:5][C:6]=1[O:15][CH2:16][CH:17]1[CH2:20][C:19]([F:22])([F:21])[CH2:18]1)[NH:3][C:2](=[O:23])[C:11]([CH:12]=[O:13])=[CH:10]2. (7) The product is: [F:15][C:3]1[CH:4]=[C:5]2[C:9](=[CH:10][C:2]=1[C:21]1[CH:20]=[CH:19][N:18]=[C:17]([CH3:16])[CH:22]=1)[N:8]([CH3:11])[C:7](=[O:12])[C:6]2([CH3:14])[CH3:13]. Given the reactants Br[C:2]1[CH:10]=[C:9]2[C:5]([C:6]([CH3:14])([CH3:13])[C:7](=[O:12])[N:8]2[CH3:11])=[CH:4][C:3]=1[F:15].[CH3:16][C:17]1[CH:22]=[C:21](B(O)O)[CH:20]=[CH:19][N:18]=1, predict the reaction product.